Dataset: Full USPTO retrosynthesis dataset with 1.9M reactions from patents (1976-2016). Task: Predict the reactants needed to synthesize the given product. (1) Given the product [Cl:33][C:16]1[CH:15]=[C:14]([NH:13][C:2]2[C:3]3[N:10]([CH3:11])[C:9]([Cl:12])=[CH:8][C:4]=3[N:5]=[CH:6][N:7]=2)[CH:32]=[CH:31][C:17]=1[O:18][C:19]1[CH:20]=[C:21]([NH:25][C:26]([CH:28]2[CH2:30][CH2:29]2)=[O:27])[CH:22]=[CH:23][CH:24]=1, predict the reactants needed to synthesize it. The reactants are: Cl[C:2]1[C:3]2[N:10]([CH3:11])[C:9]([Cl:12])=[CH:8][C:4]=2[N:5]=[CH:6][N:7]=1.[NH2:13][C:14]1[CH:32]=[CH:31][C:17]([O:18][C:19]2[CH:20]=[C:21]([NH:25][C:26]([CH:28]3[CH2:30][CH2:29]3)=[O:27])[CH:22]=[CH:23][CH:24]=2)=[C:16]([Cl:33])[CH:15]=1. (2) Given the product [C:57]([O:56][C:54]([N:51]1[CH2:52][CH2:53][C@@H:48]([N:47]=[C:40]([C:34]2[CH:39]=[CH:38][CH:37]=[CH:36][CH:35]=2)[C:41]2[CH:46]=[CH:45][CH:44]=[CH:43][CH:42]=2)[C@@H:49]([N:78]=[N+:79]=[N-:80])[CH2:50]1)=[O:55])([CH3:59])([CH3:58])[CH3:60], predict the reactants needed to synthesize it. The reactants are: C1(P(C2C=CC=CC=2)C2C=CC=CC=2)C=CC=CC=1.CC(OC(/N=N/C(OC(C)C)=O)=O)C.[C:34]1([C:40](=[N:47][C@@H:48]2[CH2:53][CH2:52][N:51]([C:54]([O:56][C:57]([CH3:60])([CH3:59])[CH3:58])=[O:55])[CH2:50][C@H:49]2O)[C:41]2[CH:46]=[CH:45][CH:44]=[CH:43][CH:42]=2)[CH:39]=[CH:38][CH:37]=[CH:36][CH:35]=1.P([N:78]=[N+:79]=[N-:80])(OC1C=CC=CC=1)(OC1C=CC=CC=1)=O.